This data is from Reaction yield outcomes from USPTO patents with 853,638 reactions. The task is: Predict the reaction yield, written as a fraction of the theoretical maximum amount of product (1.0 means a 100% yield; for example, 0.34 means a 34% yield). The reactants are [CH:1]1([CH:4]([OH:45])[CH2:5][O:6][C@H:7]2[CH2:12][CH2:11][C@H:10]([N:13]3[C:18](=[O:19])[C:17]([CH2:20][C:21]4[CH:26]=[CH:25][C:24]([C:27]5[CH:32]=[CH:31][CH:30]=[CH:29][C:28]=5[C:33]5[NH:37][C:36](=[O:38])[O:35][N:34]=5)=[CH:23][CH:22]=4)=[C:16]([CH2:39][CH2:40][CH3:41])[N:15]4[N:42]=[CH:43][CH:44]=[C:14]34)[CH2:9][CH2:8]2)[CH2:3][CH2:2]1.CC(OI1(OC(C)=O)(OC(C)=O)OC(=O)C2C1=CC=CC=2)=O.C(OCC)(=O)C.S([O-])([O-])(=O)=S.[Na+].[Na+]. The catalyst is C(Cl)Cl.O. The product is [CH:1]1([C:4](=[O:45])[CH2:5][O:6][C@H:7]2[CH2:8][CH2:9][C@H:10]([N:13]3[C:18](=[O:19])[C:17]([CH2:20][C:21]4[CH:26]=[CH:25][C:24]([C:27]5[CH:32]=[CH:31][CH:30]=[CH:29][C:28]=5[C:33]5[NH:37][C:36](=[O:38])[O:35][N:34]=5)=[CH:23][CH:22]=4)=[C:16]([CH2:39][CH2:40][CH3:41])[N:15]4[N:42]=[CH:43][CH:44]=[C:14]34)[CH2:11][CH2:12]2)[CH2:2][CH2:3]1. The yield is 0.830.